From a dataset of Forward reaction prediction with 1.9M reactions from USPTO patents (1976-2016). Predict the product of the given reaction. (1) The product is: [C:25]1([C:24]2[N:20]=[CH:19][C:21]([C:12]3[NH:8][C:9]([C:13]4[CH:14]=[N:15][CH:16]=[CH:17][CH:18]=4)=[N:10][CH:11]=3)=[CH:22][N:23]=2)[CH:26]=[CH:30][CH:29]=[CH:28][CH:33]=1.[CH2:1]([N:8]1[CH:12]=[CH:11][N:10]=[C:9]1[C:13]1[CH:14]=[N:15][CH:16]=[CH:17][CH:18]=1)[C:2]1[CH:3]=[CH:4][CH:5]=[CH:6][CH:7]=1. Given the reactants [CH2:1]([N:8]1[CH:12]=[CH:11][N:10]=[C:9]1[C:13]1[CH:14]=[N:15][CH:16]=[CH:17][CH:18]=1)[C:2]1[CH:7]=[CH:6][CH:5]=[CH:4][CH:3]=1.[C:19]([C:21]1[CH:22]=[N:23][CH:24]=[CH:25][CH:26]=1)#[N:20].B(O)(O)[C:28]1[CH:33]=CC=[C:30](F)[CH:29]=1, predict the reaction product. (2) Given the reactants Cl[C:2]1[NH:3][C:4]2[CH:10]=[CH:9][CH:8]=[CH:7][C:5]=2[N:6]=1.[F:11][C:12]1[CH:13]=[C:14]([CH:16]=[C:17]([F:19])[CH:18]=1)[NH2:15], predict the reaction product. The product is: [N:6]1[C:5]2[CH:7]=[CH:8][CH:9]=[CH:10][C:4]=2[NH:3][C:2]=1[NH:15][C:14]1[CH:13]=[C:12]([F:11])[CH:18]=[C:17]([F:19])[CH:16]=1. (3) Given the reactants [C:1]([Br:5])(Br)(Br)[Br:2].C1(P(C2C=CC=CC=2)C2C=CC=CC=2)C=CC=CC=1.[OH:25][C:26]1[CH:27]=[C:28]([CH:31]=[CH:32][C:33]=1[O:34][CH3:35])[CH:29]=O.O, predict the reaction product. The product is: [Br:2][C:1]([Br:5])=[CH:29][C:28]1[CH:31]=[CH:32][C:33]([O:34][CH3:35])=[C:26]([OH:25])[CH:27]=1. (4) Given the reactants [C:1]([O:5][C:6](=[O:27])[NH:7][C@@H:8]([C:12]1[CH:17]=[C:16]([C:18]2[N:22]([CH:23]([F:25])[F:24])[N:21]=[CH:20][C:19]=2[NH2:26])[CH:15]=[CH:14][N:13]=1)[CH2:9][CH:10]=[CH2:11])([CH3:4])([CH3:3])[CH3:2].[CH3:28][CH:29]([CH:33]=[CH2:34])[C:30](O)=[O:31].N1C=CC=CC=1.C(P1(=O)OP(=O)(CCC)OP(=O)(CCC)O1)CC, predict the reaction product. The product is: [C:1]([O:5][C:6](=[O:27])[NH:7][C@@H:8]([C:12]1[CH:17]=[C:16]([C:18]2[N:22]([CH:23]([F:25])[F:24])[N:21]=[CH:20][C:19]=2[NH:26][C:30](=[O:31])[CH:29]([CH3:28])[CH:33]=[CH2:34])[CH:15]=[CH:14][N:13]=1)[CH2:9][CH:10]=[CH2:11])([CH3:2])([CH3:3])[CH3:4]. (5) Given the reactants [CH3:1][C:2]1[O:6][C:5]([C:7]2[CH:15]=[CH:14][C:10]([C:11]([OH:13])=O)=[CH:9][CH:8]=2)=[N:4][C:3]=1[CH2:16][O:17][C:18]1[CH:23]=[CH:22][C:21]([CH3:24])=[CH:20][CH:19]=1.CCN=C=NCCCN(C)C.C1C=CC2N(O)N=NC=2C=1.[N:46]1[CH:51]=[CH:50][CH:49]=[C:48]([CH2:52][NH2:53])[CH:47]=1.C(N(CC)CC)C, predict the reaction product. The product is: [CH3:1][C:2]1[O:6][C:5]([C:7]2[CH:8]=[CH:9][C:10]([C:11]([NH:53][CH2:52][C:48]3[CH:47]=[N:46][CH:51]=[CH:50][CH:49]=3)=[O:13])=[CH:14][CH:15]=2)=[N:4][C:3]=1[CH2:16][O:17][C:18]1[CH:23]=[CH:22][C:21]([CH3:24])=[CH:20][CH:19]=1.